Dataset: Forward reaction prediction with 1.9M reactions from USPTO patents (1976-2016). Task: Predict the product of the given reaction. (1) Given the reactants C([O:8][C:9]1[C:10]([C:23]([NH:25][CH2:26][C:27]([OH:29])=[O:28])=[O:24])=[N:11][CH:12]=[C:13]([O:15]CC2C=CC=CC=2)[CH:14]=1)C1C=CC=CC=1.Cl.[C:31](OC(=O)CN)([CH3:34])([CH3:33])[CH3:32].C(N(C(C)C)CC)(C)C, predict the reaction product. The product is: [C:31]([O:29][C:27](=[O:28])[CH2:26][NH:25][C:23]([C:10]1[C:9]([OH:8])=[CH:14][C:13]([OH:15])=[CH:12][N:11]=1)=[O:24])([CH3:34])([CH3:33])[CH3:32]. (2) Given the reactants [C:1]([C:3]#[C:4][C:5]1[CH:13]=[CH:12][C:8]([C:9](Cl)=[O:10])=[CH:7][CH:6]=1)#[N:2].[NH2:14][CH2:15][CH2:16][S:17][S:18][CH2:19][CH2:20][NH:21][C:22](=[O:28])[O:23][C:24]([CH3:27])([CH3:26])[CH3:25].CCN(C(C)C)C(C)C, predict the reaction product. The product is: [C:24]([O:23][C:22](=[O:28])[NH:21][CH2:20][CH2:19][S:18][S:17][CH2:16][CH2:15][NH:14][C:9](=[O:10])[C:8]1[CH:12]=[CH:13][C:5]([C:4]#[C:3][C:1]#[N:2])=[CH:6][CH:7]=1)([CH3:27])([CH3:25])[CH3:26]. (3) The product is: [CH3:17][O:16][C:13]1[CH:12]=[CH:11][C:10]([C:8](=[O:9])[CH:7]([C:4]2[CH:5]=[CH:6][N:1]=[CH:2][CH:3]=2)[CH2:27][C:28]([O:30][CH3:31])=[O:29])=[CH:15][CH:14]=1. Given the reactants [N:1]1[CH:6]=[CH:5][C:4]([CH2:7][C:8]([C:10]2[CH:15]=[CH:14][C:13]([O:16][CH3:17])=[CH:12][CH:11]=2)=[O:9])=[CH:3][CH:2]=1.C([N-]C(C)C)(C)C.[Li+].Br[CH2:27][C:28]([O:30][CH3:31])=[O:29], predict the reaction product. (4) Given the reactants [N:1]1[CH:6]=[CH:5][CH:4]=[C:3]([C:7]2[S:8][CH:9]=[C:10]([C:12]([OH:14])=O)[N:11]=2)[CH:2]=1.[NH2:15][C:16]1[CH:24]=[CH:23][CH:22]=[CH:21][C:17]=1[C:18]([NH2:20])=[O:19].O.ON1C2C=CC=CC=2N=N1.C1(N=C=NCCN2CCOCC2)CCCCC1, predict the reaction product. The product is: [NH2:20][C:18]([C:17]1[CH:21]=[CH:22][CH:23]=[CH:24][C:16]=1[NH:15][C:12]([C:10]1[N:11]=[C:7]([C:3]2[CH:2]=[N:1][CH:6]=[CH:5][CH:4]=2)[S:8][CH:9]=1)=[O:14])=[O:19]. (5) Given the reactants [NH2:1][C:2]1[C:3]2[C:11]([CH3:12])=[C:10]([CH3:13])[S:9][C:4]=2[NH:5][C:6](=[O:8])[N:7]=1.[ClH:14], predict the reaction product. The product is: [ClH:14].[NH2:1][C:2]1[C:3]2[C:11]([CH3:12])=[C:10]([CH3:13])[S:9][C:4]=2[NH:5][C:6](=[O:8])[N:7]=1.